Predict which catalyst facilitates the given reaction. From a dataset of Catalyst prediction with 721,799 reactions and 888 catalyst types from USPTO. Reactant: Cl[C:2]1[CH:7]=[C:6]([O:8][C:9]2[C:14]([F:15])=[CH:13][C:12]([NH:16][C:17](=[O:26])[O:18][CH2:19][C:20]3[CH:25]=[CH:24][CH:23]=[CH:22][CH:21]=3)=[C:11]([F:27])[CH:10]=2)[N:5]=[CH:4][N:3]=1.[N-:28]=[N+:29]=[N-:30].[Na+]. Product: [N:28]([C:2]1[CH:7]=[C:6]([O:8][C:9]2[C:14]([F:15])=[CH:13][C:12]([NH:16][C:17](=[O:26])[O:18][CH2:19][C:20]3[CH:25]=[CH:24][CH:23]=[CH:22][CH:21]=3)=[C:11]([F:27])[CH:10]=2)[N:5]=[CH:4][N:3]=1)=[N+:29]=[N-:30]. The catalyst class is: 9.